Predict the product of the given reaction. From a dataset of Forward reaction prediction with 1.9M reactions from USPTO patents (1976-2016). (1) The product is: [O:1]1[CH:5]=[CH:4][N:3]=[C:2]1[CH:33]([CH:28]1[CH2:27][CH2:26][C:25]2[C:30](=[CH:31][CH:32]=[C:23]([C:17]3[CH:18]=[CH:19][CH:20]=[CH:21][CH:22]=3)[CH:24]=2)[CH2:29]1)[OH:34]. Given the reactants [O:1]1[CH:5]=[CH:4][N:3]=[CH:2]1.B.C1COCC1.[Li]CCCC.[C:17]1([C:23]2[CH:24]=[C:25]3[C:30](=[CH:31][CH:32]=2)[CH2:29][CH:28]([CH:33]=[O:34])[CH2:27][CH2:26]3)[CH:22]=[CH:21][CH:20]=[CH:19][CH:18]=1, predict the reaction product. (2) Given the reactants [Li+].[OH-].C[O:4][C:5](=[O:7])[CH3:6].[CH2:8]([C:10]([C:28]1[S:32][C:31]([S:33]([NH2:36])(=[O:35])=[O:34])=[C:30]([CH3:37])[CH:29]=1)([C:13]1[CH:18]=[CH:17][C:16]([CH2:19][CH2:20][CH:21]([OH:26])[C:22]([CH3:25])([CH3:24])[CH3:23])=[C:15]([CH3:27])[CH:14]=1)[CH2:11][CH3:12])[CH3:9], predict the reaction product. The product is: [CH2:8]([C:10]([C:28]1[S:32][C:31]([S:33]([NH:36][CH2:6][C:5]([OH:4])=[O:7])(=[O:35])=[O:34])=[C:30]([CH3:37])[CH:29]=1)([C:13]1[CH:18]=[CH:17][C:16]([CH2:19][CH2:20][CH:21]([OH:26])[C:22]([CH3:24])([CH3:25])[CH3:23])=[C:15]([CH3:27])[CH:14]=1)[CH2:11][CH3:12])[CH3:9]. (3) Given the reactants [Br:1][C:2]1[CH:7]=[C:6]([S:8]([CH2:11][CH2:12][CH3:13])(=[O:10])=[O:9])[CH:5]=[CH:4][C:3]=1F.[Cl:15]C1C=CC(S(CCC)(=O)=O)=CC=1, predict the reaction product. The product is: [Br:1][C:2]1[CH:7]=[C:6]([S:8]([CH2:11][CH2:12][CH3:13])(=[O:10])=[O:9])[CH:5]=[CH:4][C:3]=1[Cl:15]. (4) Given the reactants [CH2:1]([C:3]1([CH2:10][O:11][C:12]2[C:20]3[C:19]4[CH:21]=[C:22]([C:25]#[N:26])[N:23]=[CH:24][C:18]=4[N:17](COCC[Si](C)(C)C)[C:16]=3[N:15]=[CH:14][CH:13]=2)[CH2:8][CH2:7][N:6]([CH3:9])[CH2:5][CH2:4]1)[CH3:2].Br.[OH-].[Na+].Cl, predict the reaction product. The product is: [CH2:1]([C:3]1([CH2:10][O:11][C:12]2[C:20]3[C:19]4[CH:21]=[C:22]([C:25]#[N:26])[N:23]=[CH:24][C:18]=4[NH:17][C:16]=3[N:15]=[CH:14][CH:13]=2)[CH2:4][CH2:5][N:6]([CH3:9])[CH2:7][CH2:8]1)[CH3:2]. (5) Given the reactants C(O)(=O)C1C=CC=CC=1.[CH:10]([NH:13][CH:14]1[CH2:19][CH2:18][N:17]([CH2:20][C:21]2[CH:22]=[N:23][CH:24]=[CH:25][C:26]=2[O:27][CH3:28])[CH2:16][CH2:15]1)([CH3:12])[CH3:11].[CH3:29][O:30][CH:31]([O:39][CH3:40])[CH2:32][CH2:33][CH2:34][CH2:35][CH2:36][CH:37]=O.C(O[BH-](OC(=O)C)OC(=O)C)(=O)C.[Na+], predict the reaction product. The product is: [CH3:40][O:39][CH:31]([O:30][CH3:29])[CH2:32][CH2:33][CH2:34][CH2:35][CH2:36][CH2:37][N:13]([CH:10]([CH3:12])[CH3:11])[CH:14]1[CH2:15][CH2:16][N:17]([CH2:20][C:21]2[CH:22]=[N:23][CH:24]=[CH:25][C:26]=2[O:27][CH3:28])[CH2:18][CH2:19]1. (6) Given the reactants [NH2:1][C@@H:2]([C:22]1[CH:27]=[CH:26][CH:25]=[CH:24][CH:23]=1)[C:3]([NH:5][CH2:6][CH2:7][CH2:8][CH2:9][NH:10][S:11]([C:14]1[CH:19]=[CH:18][C:17]([F:20])=[CH:16][C:15]=1[Cl:21])(=[O:13])=[O:12])=[O:4].[S:28]1[C:32]2[CH:33]=[CH:34][CH:35]=[CH:36][C:31]=2[CH:30]=[C:29]1[C:37](ON1C(=O)CCC1=O)=[O:38].C(N(CC)CC)C, predict the reaction product. The product is: [Cl:21][C:15]1[CH:16]=[C:17]([F:20])[CH:18]=[CH:19][C:14]=1[S:11]([NH:10][CH2:9][CH2:8][CH2:7][CH2:6][NH:5][C:3](=[O:4])[C@@H:2]([NH:1][C:37]([C:29]1[S:28][C:32]2[CH:33]=[CH:34][CH:35]=[CH:36][C:31]=2[CH:30]=1)=[O:38])[C:22]1[CH:27]=[CH:26][CH:25]=[CH:24][CH:23]=1)(=[O:12])=[O:13]. (7) Given the reactants Br[C:2]1[CH:3]=[C:4]2[C:8](=[CH:9][CH:10]=1)[N:7]([CH:11]1[CH2:16][CH2:15][CH2:14][CH2:13][O:12]1)[N:6]=[C:5]2[C:17]1[N:22]=[C:21]([O:23][C@H:24]2[CH2:31][N:30]([C:32]([O:34][C:35]([CH3:38])([CH3:37])[CH3:36])=[O:33])[CH2:29][CH2:28][C:25]32[CH2:27][CH2:26]3)[CH:20]=[N:19][CH:18]=1.[C:39]([B-](F)(F)F)([CH3:41])=[CH2:40].[K+].CCN(CC)CC, predict the reaction product. The product is: [CH2:40]=[C:39]([C:2]1[CH:3]=[C:4]2[C:8](=[CH:9][CH:10]=1)[N:7]([CH:11]1[CH2:16][CH2:15][CH2:14][CH2:13][O:12]1)[N:6]=[C:5]2[C:17]1[N:22]=[C:21]([O:23][C@H:24]2[CH2:31][N:30]([C:32]([O:34][C:35]([CH3:36])([CH3:38])[CH3:37])=[O:33])[CH2:29][CH2:28][C:25]32[CH2:26][CH2:27]3)[CH:20]=[N:19][CH:18]=1)[CH3:41].